From a dataset of Forward reaction prediction with 1.9M reactions from USPTO patents (1976-2016). Predict the product of the given reaction. Given the reactants C(OC(=O)NCCCNC(C1N(CC2C=CC=CC=2)C(=O)C2C=CC=NC=2N=1)C(C)C)(C)(C)C.CCN(C(C)C)C(C)C.C1(C)C=CC(C(Cl)=O)=CC=1.C(OC(=O)[NH:60][CH2:61][CH2:62][CH2:63][N:64]([CH:74]([C:78]1[N:79]([CH2:89][C:90]2[CH:95]=[CH:94][CH:93]=[CH:92][CH:91]=2)[C:80](=[O:88])[C:81]2[CH:87]=[CH:86][CH:85]=[N:84][C:82]=2[N:83]=1)[CH:75]([CH3:77])[CH3:76])[C:65](=[O:73])[C:66]1[CH:71]=[CH:70][C:69]([CH3:72])=[CH:68][CH:67]=1)(C)(C)C.C(O)(C(F)(F)F)=O, predict the reaction product. The product is: [NH2:60][CH2:61][CH2:62][CH2:63][N:64]([CH:74]([C:78]1[N:79]([CH2:89][C:90]2[CH:91]=[CH:92][CH:93]=[CH:94][CH:95]=2)[C:80](=[O:88])[C:81]2[CH:87]=[CH:86][CH:85]=[N:84][C:82]=2[N:83]=1)[CH:75]([CH3:76])[CH3:77])[C:65](=[O:73])[C:66]1[CH:71]=[CH:70][C:69]([CH3:72])=[CH:68][CH:67]=1.